This data is from Full USPTO retrosynthesis dataset with 1.9M reactions from patents (1976-2016). The task is: Predict the reactants needed to synthesize the given product. Given the product [OH:26][CH2:25][C:6]([CH2:7][OH:8])([CH2:16][OH:17])[C:2](=[O:1])[CH2:3][C:4]#[N:5], predict the reactants needed to synthesize it. The reactants are: [O:1]=[C:2]([C:6]([CH2:25][O:26][Si](CC)(CC)CC)([CH2:16][O:17][Si](CC)(CC)CC)[CH2:7][O:8][Si](CC)(CC)CC)[CH2:3][C:4]#[N:5].[F-].C([N+](CCCC)(CCCC)CCCC)CCC.O.